Dataset: Peptide-MHC class I binding affinity with 185,985 pairs from IEDB/IMGT. Task: Regression. Given a peptide amino acid sequence and an MHC pseudo amino acid sequence, predict their binding affinity value. This is MHC class I binding data. (1) The peptide sequence is VTTHKYAGPY. The MHC is HLA-A02:01 with pseudo-sequence HLA-A02:01. The binding affinity (normalized) is 0. (2) The MHC is HLA-A26:01 with pseudo-sequence HLA-A26:01. The peptide sequence is GQWDGWVWL. The binding affinity (normalized) is 0.0847. (3) The peptide sequence is AELTGYGTV. The MHC is HLA-B18:01 with pseudo-sequence HLA-B18:01. The binding affinity (normalized) is 0.431. (4) The peptide sequence is KVSGTGPCA. The MHC is HLA-A02:01 with pseudo-sequence HLA-A02:01. The binding affinity (normalized) is 0. (5) The peptide sequence is YMRWRKHWL. The MHC is BoLA-JSP.1 with pseudo-sequence BoLA-JSP.1. The binding affinity (normalized) is 0.411. (6) The peptide sequence is SALNHTKKW. The MHC is HLA-B27:05 with pseudo-sequence HLA-B27:05. The binding affinity (normalized) is 0.0847.